Predict the reaction yield, written as a fraction of the theoretical maximum amount of product (1.0 means a 100% yield; for example, 0.34 means a 34% yield). From a dataset of Reaction yield outcomes from USPTO patents with 853,638 reactions. (1) The reactants are [NH2:1][C:2]1[C:15]2[CH:14]=[CH:13][C:12]3[C:7](=[CH:8][CH:9]=[CH:10][CH:11]=3)[C:6]=2[CH:5]=[CH:4][C:3]=1[SH:16].[CH2:17](OS([O-])(=O)=O)CCCCCCCCCCC.[Na+].C(OC=O)=O. The catalyst is O. The product is [S:16]1[C:3]2[CH:4]=[CH:5][C:6]3[C:7]4[CH:8]=[CH:9][CH:10]=[CH:11][C:12]=4[CH:13]=[CH:14][C:15]=3[C:2]=2[N:1]=[CH:17]1. The yield is 0.690. (2) The reactants are [S:1]1[C:5]2[CH:6]=[CH:7][CH:8]=[CH:9][C:4]=2[N:3]=[C:2]1[NH:10][C:11]([N:13]1[CH:17]=[CH:16]N=C1)=S.[CH:18](N=C=NC(C)C)([CH3:20])[CH3:19].C(Cl)(Cl)Cl.[OH2:31].Cl.[CH3:33][N:34]([CH:36]=O)[CH3:35]. The catalyst is O. The product is [S:1]1[C:5]2[CH:6]=[CH:7][CH:8]=[CH:9][C:4]=2[N:3]=[C:2]1[NH:10][C:11]1[O:31][C@:16]2([CH2:35][N:34]3[CH2:36][C@@H:19]2[CH2:18][CH2:20][CH2:33]3)[CH2:17][N:13]=1. The yield is 0.130. (3) The reactants are [Cl:1][C:2]1[CH:3]=[C:4]([C:13](=O)[CH3:14])[CH:5]=[CH:6][C:7]=1[O:8][C:9]([F:12])([F:11])[F:10].[CH3:16][C:17]([S@:20]([NH2:22])=[O:21])([CH3:19])[CH3:18]. No catalyst specified. The product is [Cl:1][C:2]1[CH:3]=[C:4]([CH:13]([NH:22][S@@:20]([C:17]([CH3:19])([CH3:18])[CH3:16])=[O:21])[CH3:14])[CH:5]=[CH:6][C:7]=1[O:8][C:9]([F:12])([F:11])[F:10]. The yield is 0.810. (4) The reactants are [I-].[CH3:2][O:3][CH2:4][CH2:5][O:6][CH2:7][CH2:8][O:9][C:10]1[C:15]([CH3:16])=[CH:14][C:13]([S+:17]2[C:21]3[CH:22]=[CH:23][CH:24]=[CH:25][C:20]=3[C:19]3[CH:26]=[CH:27][CH:28]=[CH:29][C:18]2=3)=[CH:12][C:11]=1[CH3:30].[F:31][C:32]([F:44])([S:40]([O-:43])(=[O:42])=[O:41])[CH2:33][O:34][C:35](=[O:39])[C:36]([CH3:38])=[CH2:37].C([NH+](CC)CC)C.O. The catalyst is ClCCl. The product is [F:44][C:32]([F:31])([S:40]([O-:43])(=[O:42])=[O:41])[CH2:33][O:34][C:35](=[O:39])[C:36]([CH3:38])=[CH2:37].[CH3:2][O:3][CH2:4][CH2:5][O:6][CH2:7][CH2:8][O:9][C:10]1[C:11]([CH3:30])=[CH:12][C:13]([S+:17]2[C:18]3[CH:29]=[CH:28][CH:27]=[CH:26][C:19]=3[C:20]3[CH:25]=[CH:24][CH:23]=[CH:22][C:21]2=3)=[CH:14][C:15]=1[CH3:16]. The yield is 0.970. (5) The reactants are [CH2:1]([N:8]([C@@H:16]1[CH2:21][CH2:20][C@H:19]([CH2:22][OH:23])[CH2:18][CH2:17]1)[CH2:9][C:10]1[CH:15]=[CH:14][CH:13]=[CH:12][CH:11]=1)[C:2]1[CH:7]=[CH:6][CH:5]=[CH:4][CH:3]=1.Cl.ClCC[N:28]1[CH2:33][CH2:32][CH2:31][CH2:30][CH2:29]1.[H-].[K+].O1CCO[CH2:38][CH2:37]1. No catalyst specified. The product is [CH2:9]([N:8]([CH2:1][C:2]1[CH:3]=[CH:4][CH:5]=[CH:6][CH:7]=1)[C@H:16]1[CH2:21][CH2:20][C@@H:19]([CH2:22][O:23][CH2:37][CH2:38][CH:33]2[CH2:32][CH2:31][CH2:30][CH2:29][NH:28]2)[CH2:18][CH2:17]1)[C:10]1[CH:15]=[CH:14][CH:13]=[CH:12][CH:11]=1. The yield is 0.720. (6) The reactants are [C:1]1([C:7]2[CH:12]=[C:11]([CH:13]3[CH2:18][CH2:17][N:16]([CH2:19][CH2:20][N:21]4[CH2:26][CH2:25][O:24][CH2:23][CH2:22]4)[CH2:15][CH2:14]3)[CH:10]=[CH:9][C:8]=2[NH:27][C:28]([C:30]2[N:31](COCC[Si](C)(C)C)[CH:32]=[C:33]([C:35]#[N:36])[N:34]=2)=[O:29])[CH2:6][CH2:5][CH2:4][CH2:3][CH:2]=1.[C:45]([OH:51])([C:47]([F:50])([F:49])[F:48])=[O:46]. The catalyst is C(Cl)Cl.CCO. The product is [F:48][C:47]([F:50])([F:49])[C:45]([OH:51])=[O:46].[C:1]1([C:7]2[CH:12]=[C:11]([CH:13]3[CH2:18][CH2:17][N:16]([CH2:19][CH2:20][N:21]4[CH2:26][CH2:25][O:24][CH2:23][CH2:22]4)[CH2:15][CH2:14]3)[CH:10]=[CH:9][C:8]=2[NH:27][C:28]([C:30]2[NH:31][CH:32]=[C:33]([C:35]#[N:36])[N:34]=2)=[O:29])[CH2:6][CH2:5][CH2:4][CH2:3][CH:2]=1. The yield is 0.800. (7) The reactants are [Br:1][C:2]1[N:3]=[C:4]([C:9]#[C:10][Si](C)(C)C)[C:5]([NH2:8])=[N:6][CH:7]=1.[H-].[Na+].[C:17]1([CH3:27])[CH:22]=[CH:21][C:20]([S:23](Cl)(=[O:25])=[O:24])=[CH:19][CH:18]=1. The yield is 0.520. The catalyst is CN(C=O)C. The product is [Br:1][C:2]1[N:3]=[C:4]2[CH:9]=[CH:10][N:8]([S:23]([C:20]3[CH:21]=[CH:22][C:17]([CH3:27])=[CH:18][CH:19]=3)(=[O:25])=[O:24])[C:5]2=[N:6][CH:7]=1. (8) The reactants are [CH3:1][O:2][C:3]1[CH:8]=[CH:7][N:6]=[CH:5][CH:4]=1.[Li+].CC([N-]C(C)C)C.CCCCCCC.C1COCC1.C(C1C=CC=CC=1)C.[CH:37]([Si:40](Cl)([CH:44]([CH3:46])[CH3:45])[CH:41]([CH3:43])[CH3:42])([CH3:39])[CH3:38]. The catalyst is C1COCC1.O. The product is [CH3:1][O:2][C:3]1[CH:8]=[CH:7][N:6]=[CH:5][C:4]=1[Si:40]([CH:44]([CH3:46])[CH3:45])([CH:41]([CH3:43])[CH3:42])[CH:37]([CH3:39])[CH3:38]. The yield is 0.220. (9) The catalyst is C(#N)C. The reactants are Br[CH2:2][CH2:3][CH2:4][C:5]([O:7][CH2:8][CH3:9])=[O:6].[CH3:10][N:11]1[CH2:16][CH2:15][NH:14][CH2:13][CH2:12]1.C([O-])([O-])=O.[K+].[K+]. The product is [CH3:10][N:11]1[CH2:16][CH2:15][N:14]([CH2:2][CH2:3][CH2:4][C:5]([O:7][CH2:8][CH3:9])=[O:6])[CH2:13][CH2:12]1. The yield is 0.960. (10) The reactants are [CH3:1][O:2][C:3]1[CH:14]=[CH:13][C:6]2[C:7]([C:10](N)=[O:11])=[N:8][S:9][C:5]=2[CH:4]=1.[OH-:15].[Na+].Cl. The catalyst is CO. The product is [CH3:1][O:2][C:3]1[CH:14]=[CH:13][C:6]2[C:7]([C:10]([OH:15])=[O:11])=[N:8][S:9][C:5]=2[CH:4]=1. The yield is 0.890.